This data is from Full USPTO retrosynthesis dataset with 1.9M reactions from patents (1976-2016). The task is: Predict the reactants needed to synthesize the given product. (1) Given the product [F:8][C:4]1[CH:5]=[CH:6][CH:7]=[C:2]([F:1])[C:3]=1[N:9]1[C:14]2[N:15]=[C:16]([NH:27][CH2:28][C:29]([N:34]3[CH2:37][CH:36]([OH:38])[CH2:35]3)=[O:30])[N:17]=[C:18]([C:19]3[CH:24]=[CH:23][C:22]([F:25])=[CH:21][C:20]=3[CH3:26])[C:13]=2[CH:12]=[CH:11][C:10]1=[O:32], predict the reactants needed to synthesize it. The reactants are: [F:1][C:2]1[CH:7]=[CH:6][CH:5]=[C:4]([F:8])[C:3]=1[N:9]1[C:14]2[N:15]=[C:16]([NH:27][CH2:28][C:29](O)=[O:30])[N:17]=[C:18]([C:19]3[CH:24]=[CH:23][C:22]([F:25])=[CH:21][C:20]=3[CH3:26])[C:13]=2[CH:12]=[CH:11][C:10]1=[O:32].Cl.[NH:34]1[CH2:37][CH:36]([OH:38])[CH2:35]1.CN(C(ON1N=NC2C1=CC=CC=2)=[N+](C)C)C.F[P-](F)(F)(F)(F)F.CN1CCOCC1. (2) Given the product [CH:2]1([CH2:5][O:6][C:7]2[CH:12]=[CH:11][C:10]([O:13][CH3:14])=[CH:9][C:8]=2[C:15]2[C:16]3[NH:23][C:22]([CH3:24])=[C:21]([C:25]([NH:27][C@@H:28]4[CH2:32][CH2:31][N:30]([C:36](=[O:37])[CH2:35][O:34][CH3:33])[CH2:29]4)=[O:26])[C:17]=3[N:18]=[CH:19][N:20]=2)[CH2:4][CH2:3]1, predict the reactants needed to synthesize it. The reactants are: Cl.[CH:2]1([CH2:5][O:6][C:7]2[CH:12]=[CH:11][C:10]([O:13][CH3:14])=[CH:9][C:8]=2[C:15]2[C:16]3[NH:23][C:22]([CH3:24])=[C:21]([C:25]([NH:27][C@@H:28]4[CH2:32][CH2:31][NH:30][CH2:29]4)=[O:26])[C:17]=3[N:18]=[CH:19][N:20]=2)[CH2:4][CH2:3]1.[CH3:33][O:34][CH2:35][C:36](Cl)=[O:37].